Dataset: Forward reaction prediction with 1.9M reactions from USPTO patents (1976-2016). Task: Predict the product of the given reaction. (1) Given the reactants [Cl:1][C:2]1[CH:3]=[C:4]([CH:8]2[C:12]([C:15]3[CH:20]=[CH:19][C:18]([Cl:21])=[CH:17][CH:16]=3)([C:13]#[N:14])[CH:11]([CH2:22][C:23]([CH3:26])([CH3:25])[CH3:24])[NH:10][CH:9]2[C:27](O)=[O:28])[CH:5]=[CH:6][CH:7]=1.[N:30]1([CH2:35][CH2:36][NH2:37])[CH2:34][CH2:33][CH2:32][CH2:31]1.CN(C(ON1N=NC2C=CC=NC1=2)=[N+](C)C)C.F[P-](F)(F)(F)(F)F.CCN(C(C)C)C(C)C, predict the reaction product. The product is: [N:30]1([CH2:35][CH2:36][NH:37][C:27]([CH:9]2[CH:8]([C:4]3[CH:5]=[CH:6][CH:7]=[C:2]([Cl:1])[CH:3]=3)[C:12]([C:15]3[CH:16]=[CH:17][C:18]([Cl:21])=[CH:19][CH:20]=3)([C:13]#[N:14])[CH:11]([CH2:22][C:23]([CH3:26])([CH3:25])[CH3:24])[NH:10]2)=[O:28])[CH2:34][CH2:33][CH2:32][CH2:31]1. (2) Given the reactants [CH3:1][N:2]1[C:6]([C:7]2[CH:8]=[C:9]([CH:22]=[CH:23][CH:24]=2)[CH2:10][CH2:11][O:12][CH2:13][CH2:14][C:15]([O:17]C(C)(C)C)=[O:16])=[N:5][N:4]=[N:3]1.C(O)(C(F)(F)F)=O, predict the reaction product. The product is: [CH3:1][N:2]1[C:6]([C:7]2[CH:8]=[C:9]([CH:22]=[CH:23][CH:24]=2)[CH2:10][CH2:11][O:12][CH2:13][CH2:14][C:15]([OH:17])=[O:16])=[N:5][N:4]=[N:3]1. (3) Given the reactants [CH3:1][C:2]([C:4]1[C:5]([OH:11])=[CH:6][CH:7]=[CH:8][C:9]=1O)=O.O.[NH2:13][NH2:14].O.C(O)(=O)C, predict the reaction product. The product is: [CH3:1][C:2]1[C:4]2[C:5]([OH:11])=[CH:6][CH:7]=[CH:8][C:9]=2[NH:14][N:13]=1.